From a dataset of Full USPTO retrosynthesis dataset with 1.9M reactions from patents (1976-2016). Predict the reactants needed to synthesize the given product. (1) Given the product [ClH:1].[ClH:1].[CH2:45]([N:26]([CH2:23][CH2:24][CH3:25])[CH2:27][CH2:28][CH2:29][CH2:30][NH:31][C:32]([C:34]1[CH:43]=[N:42][C:41]2[C:36](=[CH:37][CH:38]=[C:39]([I:44])[CH:40]=2)[N:35]=1)=[O:33])[CH2:46][CH3:47], predict the reactants needed to synthesize it. The reactants are: [ClH:1].C(N(CC)CCNC(C1C=CC2C(=CC=C(I)C=2)C=1)=O)C.[CH2:23]([N:26]([CH2:45][CH2:46][CH3:47])[CH2:27][CH2:28][CH2:29][CH2:30][NH:31][C:32]([C:34]1[CH:43]=[N:42][C:41]2[C:36](=[CH:37][CH:38]=[C:39]([I:44])[CH:40]=2)[N:35]=1)=[O:33])[CH2:24][CH3:25].[K+].[Br-]. (2) Given the product [OH:63][CH2:57][CH2:58][CH2:59][CH2:60][CH2:61][CH2:62][C:2]1[CH:56]=[CH:55][C:5]([O:6][CH:7]2[CH2:8][N:9]([S:43]([C:46]3[CH:51]=[CH:50][CH:49]=[CH:48][C:47]=3[N+:52]([O-:54])=[O:53])(=[O:44])=[O:45])[CH2:10][CH2:11][CH2:12][N:13]([S:31]([C:34]3[CH:39]=[CH:38][CH:37]=[CH:36][C:35]=3[N+:40]([O-:42])=[O:41])(=[O:32])=[O:33])[CH2:14][CH2:15][CH2:16][N:17]([S:19]([C:22]3[CH:27]=[CH:26][CH:25]=[CH:24][C:23]=3[N+:28]([O-:30])=[O:29])(=[O:20])=[O:21])[CH2:18]2)=[CH:4][CH:3]=1, predict the reactants needed to synthesize it. The reactants are: I[C:2]1[CH:56]=[CH:55][C:5]([O:6][CH:7]2[CH2:18][N:17]([S:19]([C:22]3[CH:27]=[CH:26][CH:25]=[CH:24][C:23]=3[N+:28]([O-:30])=[O:29])(=[O:21])=[O:20])[CH2:16][CH2:15][CH2:14][N:13]([S:31]([C:34]3[CH:39]=[CH:38][CH:37]=[CH:36][C:35]=3[N+:40]([O-:42])=[O:41])(=[O:33])=[O:32])[CH2:12][CH2:11][CH2:10][N:9]([S:43]([C:46]3[CH:51]=[CH:50][CH:49]=[CH:48][C:47]=3[N+:52]([O-:54])=[O:53])(=[O:45])=[O:44])[CH2:8]2)=[CH:4][CH:3]=1.[CH2:57]([OH:63])[CH2:58][CH2:59][CH2:60][C:61]#[CH:62].